From a dataset of Forward reaction prediction with 1.9M reactions from USPTO patents (1976-2016). Predict the product of the given reaction. (1) Given the reactants [Cl:1][C:2]1[CH:3]=[C:4]([CH:23]=[CH:24][C:25]=1[O:26][C:27]([F:30])([F:29])[F:28])[O:5][C:6]1[CH:14]=[CH:13][C:9]([C:10]([OH:12])=O)=[CH:8][C:7]=1[C:15]1[C:16]([O:21][CH3:22])=[N:17][CH:18]=[CH:19][CH:20]=1.C(N1C=CN=C1)([N:33]1[CH:37]=[CH:36]N=[CH:34]1)=O.[S:43](N)([NH2:46])(=[O:45])=[O:44].N1(C2CCCCCCCCCC2)CCCN=CCCCCC1.C[Si]([N-][Si](C)(C)C)(C)C.[Li+].BrCCCBr, predict the reaction product. The product is: [N:33]1([S:43]([NH:46][C:10](=[O:12])[C:9]2[CH:13]=[CH:14][C:6]([O:5][C:4]3[CH:23]=[CH:24][C:25]([O:26][C:27]([F:30])([F:29])[F:28])=[C:2]([Cl:1])[CH:3]=3)=[C:7]([C:15]3[C:16]([O:21][CH3:22])=[N:17][CH:18]=[CH:19][CH:20]=3)[CH:8]=2)(=[O:45])=[O:44])[CH2:37][CH2:36][CH2:34]1. (2) Given the reactants [Cl:1][C:2]1[N:7]=[C:6](Cl)[C:5]([I:9])=[CH:4][N:3]=1.C[O-].[Na+].O.[C:14](OCC)(=[O:16])C, predict the reaction product. The product is: [Cl:1][C:2]1[N:7]=[C:6]([O:16][CH3:14])[C:5]([I:9])=[CH:4][N:3]=1. (3) The product is: [Cl:1][C:2]1[CH:7]=[CH:6][C:5]([C@H:8]2[N:15]3[C:11]([S:12][C:13]([C:19]([N:34]4[CH2:35][CH2:36][CH2:37][C@H:33]4[CH2:32][N:31]([CH3:38])[CH3:30])=[O:20])=[C:14]3[CH:16]([CH3:18])[CH3:17])=[N:10][C@:9]2([C:23]2[CH:24]=[CH:25][C:26]([Cl:29])=[CH:27][CH:28]=2)[CH3:22])=[CH:4][CH:3]=1. Given the reactants [Cl:1][C:2]1[CH:7]=[CH:6][C:5]([C@H:8]2[N:15]3[C:11]([S:12][C:13]([C:19](O)=[O:20])=[C:14]3[CH:16]([CH3:18])[CH3:17])=[N:10][C@:9]2([C:23]2[CH:28]=[CH:27][C:26]([Cl:29])=[CH:25][CH:24]=2)[CH3:22])=[CH:4][CH:3]=1.[CH3:30][N:31]([CH3:38])[CH2:32][C@@H:33]1[CH2:37][CH2:36][CH2:35][NH:34]1, predict the reaction product. (4) Given the reactants O1CCCCC1[O:7][CH2:8][CH2:9][N:10]1[CH:14]=[C:13]([C:15]2[CH:20]=[CH:19][C:18]([N:21]3[C:25]4[N:26]=[C:27]([NH:30][C@@H:31]5[CH2:35][CH2:34][C@@H:33]([C:36]([NH2:38])=[O:37])[CH2:32]5)[N:28]=[CH:29][C:24]=4[N:23]=[N:22]3)=[CH:17][CH:16]=2)[CH:12]=[N:11]1.CO.Cl, predict the reaction product. The product is: [OH:7][CH2:8][CH2:9][N:10]1[CH:14]=[C:13]([C:15]2[CH:20]=[CH:19][C:18]([N:21]3[C:25]4[N:26]=[C:27]([NH:30][C@@H:31]5[CH2:35][CH2:34][C@@H:33]([C:36]([NH2:38])=[O:37])[CH2:32]5)[N:28]=[CH:29][C:24]=4[N:23]=[N:22]3)=[CH:17][CH:16]=2)[CH:12]=[N:11]1. (5) Given the reactants [Cl:1][C:2]1[C:3]2[C:10]([C:11]3[CH:16]=[CH:15][C:14]([O:17][CH2:18][CH2:19][N:20]4[CH2:25][CH2:24][N:23]([CH3:26])[CH2:22][CH2:21]4)=[C:13]([Cl:27])[C:12]=3[CH3:28])=[C:9](I)[S:8][C:4]=2[N:5]=[CH:6][N:7]=1.[F:30][C:31]1[CH:36]=[CH:35][C:34](B2OC(C)(C)C(C)(C)O2)=[CH:33][C:32]=1[CH2:46][O:47][CH3:48].C([O-])([O-])=O.[Cs+].[Cs+].Cl, predict the reaction product. The product is: [Cl:1][C:2]1[C:3]2[C:10]([C:11]3[CH:16]=[CH:15][C:14]([O:17][CH2:18][CH2:19][N:20]4[CH2:25][CH2:24][N:23]([CH3:26])[CH2:22][CH2:21]4)=[C:13]([Cl:27])[C:12]=3[CH3:28])=[C:9]([C:34]3[CH:35]=[CH:36][C:31]([F:30])=[C:32]([CH2:46][O:47][CH3:48])[CH:33]=3)[S:8][C:4]=2[N:5]=[CH:6][N:7]=1. (6) Given the reactants [Cl:1][C:2]1[CH:7]=[C:6]([Cl:8])[CH:5]=[CH:4][C:3]=1[N:9]1[C:13]([CH3:14])=[C:12]([C:15]([OH:17])=O)[N:11]=[N:10]1.C(Cl)(=O)C(Cl)=O.CN(C=O)C.[NH2:29][C:30]1[C:31](=[O:44])[N:32]([C:37]2[CH:42]=[CH:41][CH:40]=[CH:39][C:38]=2[F:43])[N:33]([CH3:36])[C:34]=1[CH3:35].C(N(CC)CC)C, predict the reaction product. The product is: [Cl:1][C:2]1[CH:7]=[C:6]([Cl:8])[CH:5]=[CH:4][C:3]=1[N:9]1[C:13]([CH3:14])=[C:12]([C:15]([NH:29][C:30]2[C:31](=[O:44])[N:32]([C:37]3[CH:42]=[CH:41][CH:40]=[CH:39][C:38]=3[F:43])[N:33]([CH3:36])[C:34]=2[CH3:35])=[O:17])[N:11]=[N:10]1. (7) Given the reactants C(OC(=O)[NH:10][C@@H:11]1[CH2:16][CH2:15][CH2:14][CH2:13][C@H:12]1[N:17]1[CH2:21][CH:20]([CH3:22])[CH2:19][C:18]1=[O:23])C1C=CC=CC=1.[H][H], predict the reaction product. The product is: [NH2:10][C@@H:11]1[CH2:16][CH2:15][CH2:14][CH2:13][C@H:12]1[N:17]1[CH2:21][CH:20]([CH3:22])[CH2:19][C:18]1=[O:23]. (8) Given the reactants [Cl:1][C:2]1[CH:7]=[C:6]([Cl:8])[CH:5]=[CH:4][C:3]=1[C:9]1[N:10]=[C:11]([CH2:30][CH3:31])[C:12]([NH:17][C@@H:18]2[C:26]3[C:21](=[CH:22][CH:23]=[CH:24][CH:25]=3)[CH2:20][C@@H:19]2[O:27][CH2:28][CH3:29])=[N:13][C:14]=1[CH2:15][CH3:16].BrC[CH2:34][O:35]C, predict the reaction product. The product is: [Cl:1][C:2]1[CH:7]=[C:6]([Cl:8])[CH:5]=[CH:4][C:3]=1[C:9]1[N:10]=[C:11]([CH2:30][CH3:31])[C:12]([NH:17][C@@H:18]2[C:26]3[C:21](=[CH:22][CH:23]=[CH:24][CH:25]=3)[CH2:20][C@@H:19]2[O:27][CH2:28][CH2:29][O:35][CH3:34])=[N:13][C:14]=1[CH2:15][CH3:16]. (9) The product is: [C:27]([N:31]([CH2:17][C:18]1[CH:26]=[CH:25][C:21]([C:22]([NH:13][CH2:12][C:11]2[CH:10]=[CH:9][C:8]([O:1][C:2]3[CH:3]=[CH:4][CH:5]=[CH:6][CH:7]=3)=[CH:15][CH:14]=2)=[O:23])=[CH:20][CH:19]=1)[C:32]1[CH:44]=[CH:43][C:35]([OH:36])=[C:34]([CH:33]=1)[C:39]([OH:40])=[O:38])(=[O:29])[CH3:28]. Given the reactants [O:1]([C:8]1[CH:15]=[CH:14][C:11]([CH2:12][NH2:13])=[CH:10][CH:9]=1)[C:2]1[CH:7]=[CH:6][CH:5]=[CH:4][CH:3]=1.Cl[CH2:17][C:18]1[CH:26]=[CH:25][C:21]([C:22](Cl)=[O:23])=[CH:20][CH:19]=1.[C:27](Cl)(=[O:29])[CH3:28].[NH2:31][C:32]1[CH:44]=[CH:43][C:35]2[O:36]C(C)(C)[O:38][C:39](=[O:40])[C:34]=2[CH:33]=1, predict the reaction product. (10) Given the reactants [Cl:1][C:2]1[CH:7]=[CH:6][C:5]([CH:8]2[CH2:13][C:12](=[O:14])[N:11]([CH3:15])[C:10]([CH3:16])=[C:9]2[C:17]([OH:19])=O)=[CH:4][CH:3]=1.[NH2:20][C:21]1[CH:22]=[C:23]2[C:27](=[CH:28][CH:29]=1)[NH:26][N:25]=[C:24]2[Cl:30], predict the reaction product. The product is: [Cl:30][C:24]1[C:23]2[C:27](=[CH:28][CH:29]=[C:21]([NH:20][C:17]([C:9]3[CH:8]([C:5]4[CH:4]=[CH:3][C:2]([Cl:1])=[CH:7][CH:6]=4)[CH2:13][C:12](=[O:14])[N:11]([CH3:15])[C:10]=3[CH3:16])=[O:19])[CH:22]=2)[NH:26][N:25]=1.